This data is from Catalyst prediction with 721,799 reactions and 888 catalyst types from USPTO. The task is: Predict which catalyst facilitates the given reaction. (1) Reactant: CN(C(ON1N=NC2C=CC=CC1=2)=[N+](C)C)C.[B-](F)(F)(F)F.CCN(C(C)C)C(C)C.[C:32]([C:34]1[C:35]([N:47]2[CH2:52][CH2:51][CH:50]([C:53]([OH:55])=O)[CH2:49][CH2:48]2)=[N:36][C:37]([CH3:46])=[C:38]([C:40]([O:42][CH:43]([CH3:45])[CH3:44])=[O:41])[CH:39]=1)#[N:33].[F:56][C:57]1[CH:58]=[C:59]([CH2:63][S:64]([NH2:67])(=[O:66])=[O:65])[CH:60]=[CH:61][CH:62]=1.C([O-])(O)=O.[Na+]. Product: [C:32]([C:34]1[C:35]([N:47]2[CH2:52][CH2:51][CH:50]([C:53]([NH:67][S:64]([CH2:63][C:59]3[CH:60]=[CH:61][CH:62]=[C:57]([F:56])[CH:58]=3)(=[O:66])=[O:65])=[O:55])[CH2:49][CH2:48]2)=[N:36][C:37]([CH3:46])=[C:38]([CH:39]=1)[C:40]([O:42][CH:43]([CH3:44])[CH3:45])=[O:41])#[N:33]. The catalyst class is: 2. (2) Reactant: [OH:1][N:2]([CH3:13])[C:3](=[NH:12])[C:4]1[CH:9]=[CH:8][CH:7]=[CH:6][C:5]=1[O:10][CH3:11].[C:14]([C:21]([O:23][CH2:24][CH3:25])=[O:22])#[C:15][C:16]([O:18][CH2:19][CH3:20])=[O:17]. Product: [CH2:24]([O:23][C:21]([C:14]1([CH2:15][C:16]([O:18][CH2:19][CH3:20])=[O:17])[O:1][N:2]([CH3:13])[C:3]([C:4]2[CH:9]=[CH:8][CH:7]=[CH:6][C:5]=2[O:10][CH3:11])=[N:12]1)=[O:22])[CH3:25]. The catalyst class is: 8. (3) Reactant: F[B-](F)(F)F.[CH:32]([C:34]1C=CC=[C:24]([CH:32]([CH3:34])[CH3:33])C=1[N+]1CCN(C2[C:24]([CH:32]([CH3:34])[CH3:33])=CC=C[C:24]=2[CH:32]([CH3:34])[CH3:33])C=1)([CH3:33])[CH3:24].C[Si]([N-][Si](C)(C)C)(C)C.[Li+].Br[C:46]1[CH:54]=[CH:53][CH:52]=[C:51]2[C:47]=1[CH:48]=[CH:49][N:50]2[S:55]([C:58]1[CH:63]=[CH:62][CH:61]=[CH:60][CH:59]=1)(=[O:57])=[O:56].[C:64]([O:67]CCCC)(=[O:66])[CH3:65]. Product: [C:58]1([S:55]([N:50]2[C:51]3[C:47](=[C:46]([CH2:65][C:64]([O:67][C:32]([CH3:24])([CH3:33])[CH3:34])=[O:66])[CH:54]=[CH:53][CH:52]=3)[CH:48]=[CH:49]2)(=[O:57])=[O:56])[CH:63]=[CH:62][CH:61]=[CH:60][CH:59]=1. The catalyst class is: 187. (4) Reactant: [F:1][C:2]1[CH:3]=[CH:4][C:5]([CH2:8][O:9][C:10]2[CH:15]=[CH:14][N:13]([C:16]3[CH:21]=[CH:20][C:19]4[C:22]5[CH2:27][CH2:26][NH:25][CH2:24][C:23]=5[S:28][C:18]=4[CH:17]=3)[C:12](=[O:29])[CH:11]=2)=[N:6][CH:7]=1.[CH3:30][C:31]([CH3:33])=O.N1C=CC=CC=1C.B.C([O-])(O)=O.[Na+].C(Cl)[Cl:48]. Product: [ClH:48].[F:1][C:2]1[CH:3]=[CH:4][C:5]([CH2:8][O:9][C:10]2[CH:15]=[CH:14][N:13]([C:16]3[CH:21]=[CH:20][C:19]4[C:22]5[CH2:27][CH2:26][N:25]([CH:31]([CH3:33])[CH3:30])[CH2:24][C:23]=5[S:28][C:18]=4[CH:17]=3)[C:12](=[O:29])[CH:11]=2)=[N:6][CH:7]=1. The catalyst class is: 52. (5) Reactant: [CH3:1][Mg]Br.[CH2:4]([C:6]1[CH:7]=[CH:8][C:9]([F:33])=[C:10]([C:12]2[CH:13]=[N:14][C:15]([N:18]3[C:26]4[C:21](=[CH:22][CH:23]=[C:24]([C:27]([O:29][CH3:30])=[O:28])[CH:25]=4)[C:20]([CH:31]=[O:32])=[CH:19]3)=[N:16][CH:17]=2)[CH:11]=1)[CH3:5]. Product: [CH2:4]([C:6]1[CH:7]=[CH:8][C:9]([F:33])=[C:10]([C:12]2[CH:17]=[N:16][C:15]([N:18]3[C:26]4[C:21](=[CH:22][CH:23]=[C:24]([C:27]([O:29][CH3:30])=[O:28])[CH:25]=4)[C:20]([CH:31]([OH:32])[CH3:1])=[CH:19]3)=[N:14][CH:13]=2)[CH:11]=1)[CH3:5]. The catalyst class is: 1.